Dataset: Full USPTO retrosynthesis dataset with 1.9M reactions from patents (1976-2016). Task: Predict the reactants needed to synthesize the given product. (1) Given the product [Cl:16][C:4]1[C:5](=[O:15])[N:6]([C:9]2[CH:14]=[CH:13][CH:12]=[CH:11][CH:10]=2)[N:7]([CH3:8])[C:3]=1[CH2:2][N:27]1[CH2:26][CH2:25][N:24]([C:19]2[CH:20]=[CH:21][CH:22]=[CH:23][C:18]=2[F:17])[CH2:29][CH2:28]1, predict the reactants needed to synthesize it. The reactants are: Br[CH2:2][C:3]1[N:7]([CH3:8])[N:6]([C:9]2[CH:14]=[CH:13][CH:12]=[CH:11][CH:10]=2)[C:5](=[O:15])[C:4]=1[Cl:16].[F:17][C:18]1[CH:23]=[CH:22][CH:21]=[CH:20][C:19]=1[N:24]1[CH2:29][CH2:28][N:27](C)[CH2:26][CH2:25]1. (2) Given the product [CH3:1][S:2]([C:5]1[CH:6]=[CH:7][C:8]([C:11]2[C:15]([C:16]3[CH:21]=[CH:20][C:19]([O:22][CH3:23])=[CH:18][CH:17]=3)=[C:14]([Br:24])[S:13][CH:12]=2)=[CH:9][CH:10]=1)(=[O:4])=[O:3], predict the reactants needed to synthesize it. The reactants are: [CH3:1][S:2]([C:5]1[CH:10]=[CH:9][C:8]([C:11]2[C:15]([C:16]3[CH:21]=[CH:20][C:19]([O:22][CH3:23])=[CH:18][CH:17]=3)=[CH:14][S:13][CH:12]=2)=[CH:7][CH:6]=1)(=[O:4])=[O:3].[Br:24]Br.